From a dataset of Forward reaction prediction with 1.9M reactions from USPTO patents (1976-2016). Predict the product of the given reaction. (1) The product is: [F:8][C:9]1[CH:35]=[C:34]([F:36])[CH:33]=[CH:32][C:10]=1[O:11][CH:12]1[CH2:13][CH2:14][N:15]([C:18]2[N:19]=[C:20]3[CH2:31][CH2:30][N:29]([C:49]([N:44]4[CH2:48][CH2:47][CH2:46][CH2:45]4)=[O:50])[CH2:28][C:21]3=[N:22][C:23]=2[NH:24][CH:25]([CH3:27])[CH3:26])[CH2:16][CH2:17]1. Given the reactants OC(C(F)(F)F)=O.[F:8][C:9]1[CH:35]=[C:34]([F:36])[CH:33]=[CH:32][C:10]=1[O:11][CH:12]1[CH2:17][CH2:16][N:15]([C:18]2[N:19]=[C:20]3[CH2:31][CH2:30][NH:29][CH2:28][C:21]3=[N:22][C:23]=2[NH:24][CH:25]([CH3:27])[CH3:26])[CH2:14][CH2:13]1.C(N(CC)CC)C.[N:44]1([C:49](Cl)=[O:50])[CH2:48][CH2:47][CH2:46][CH2:45]1, predict the reaction product. (2) Given the reactants [C:1]1([C:7]([C:17]2[CH:22]=[CH:21][CH:20]=[CH:19][CH:18]=2)=[N:8][NH:9][C:10]2[CH:15]=[CH:14][C:13]([CH3:16])=[CH:12][CH:11]=2)[CH:6]=[CH:5][CH:4]=[CH:3][CH:2]=1.[CH3:23][C:24]1[CH:32]=[CH:31][CH:30]=[CH:29][C:25]=1[CH2:26][CH2:27]Br, predict the reaction product. The product is: [C:17]1([C:7]([C:1]2[CH:2]=[CH:3][CH:4]=[CH:5][CH:6]=2)=[N:8][N:9]([CH2:27][CH2:26][C:25]2[CH:29]=[CH:30][CH:31]=[CH:32][C:24]=2[CH3:23])[C:10]2[CH:11]=[CH:12][C:13]([CH3:16])=[CH:14][CH:15]=2)[CH:22]=[CH:21][CH:20]=[CH:19][CH:18]=1. (3) Given the reactants Cl.[C:2]([C:5]1[CH:10]=[C:9]([CH2:11][CH3:12])[C:8]([O:13][CH3:14])=[CH:7][C:6]=1[NH:15]C(=O)C)(=[O:4])[CH3:3], predict the reaction product. The product is: [NH2:15][C:6]1[CH:7]=[C:8]([O:13][CH3:14])[C:9]([CH2:11][CH3:12])=[CH:10][C:5]=1[C:2](=[O:4])[CH3:3]. (4) Given the reactants [Cl:1][C:2]1[N:7]=[C:6]([NH:8][C@H:9]([CH2:14][C:15]([O:17][CH3:18])=[O:16])[C:10](OC)=[O:11])[C:5]([N+:19]([O-])=O)=[CH:4][CH:3]=1.C(O)(=O)C, predict the reaction product. The product is: [Cl:1][C:2]1[CH:3]=[CH:4][C:5]2[NH:19][C:10](=[O:11])[C@@H:9]([CH2:14][C:15]([O:17][CH3:18])=[O:16])[NH:8][C:6]=2[N:7]=1. (5) Given the reactants Cl[C:2]1[N:11]=[CH:10][C:9]2[N:8]([CH3:12])[C:7](=[O:13])[C@@H:6]([CH2:14][CH3:15])[N:5]([CH:16]3[CH2:18][CH2:17]3)[C:4]=2[N:3]=1.[NH:19]1[CH:23]=[CH:22][N:21]=[C:20]1[C:24]1[CH:29]=[N:28][CH:27]=[CH:26][N:25]=1, predict the reaction product. The product is: [CH:16]1([N:5]2[C:4]3[N:3]=[C:2]([N:19]4[CH:23]=[CH:22][N:21]=[C:20]4[C:24]4[CH:29]=[N:28][CH:27]=[CH:26][N:25]=4)[N:11]=[CH:10][C:9]=3[N:8]([CH3:12])[C:7](=[O:13])[C@H:6]2[CH2:14][CH3:15])[CH2:18][CH2:17]1. (6) Given the reactants [CH2:1]([NH:8][CH2:9][C:10]1[CH:11]=[N:12][CH:13]=[C:14]([Br:16])[CH:15]=1)[C:2]1[CH:7]=[CH:6][CH:5]=[CH:4][CH:3]=1.[CH3:17][C:18]([O:21][C:22](O[C:22]([O:21][C:18]([CH3:20])([CH3:19])[CH3:17])=[O:23])=[O:23])([CH3:20])[CH3:19], predict the reaction product. The product is: [CH2:1]([N:8]([CH2:9][C:10]1[CH:11]=[N:12][CH:13]=[C:14]([Br:16])[CH:15]=1)[C:22](=[O:23])[O:21][C:18]([CH3:20])([CH3:19])[CH3:17])[C:2]1[CH:3]=[CH:4][CH:5]=[CH:6][CH:7]=1. (7) Given the reactants [CH3:1][C:2]1[CH:7]=[CH:6][N:5]=[CH:4][C:3]=1[N:8]1[CH2:12][CH2:11][NH:10][C:9]1=[O:13].Br[C:15]1[CH:20]=[CH:19][C:18]([Cl:21])=[C:17]([F:22])[CH:16]=1.N[C@@H]1CCCC[C@H]1N.P([O-])([O-])([O-])=O.[K+].[K+].[K+], predict the reaction product. The product is: [Cl:21][C:18]1[CH:19]=[CH:20][C:15]([N:10]2[CH2:11][CH2:12][N:8]([C:3]3[CH:4]=[N:5][CH:6]=[CH:7][C:2]=3[CH3:1])[C:9]2=[O:13])=[CH:16][C:17]=1[F:22].